This data is from Reaction yield outcomes from USPTO patents with 853,638 reactions. The task is: Predict the reaction yield, written as a fraction of the theoretical maximum amount of product (1.0 means a 100% yield; for example, 0.34 means a 34% yield). (1) The reactants are [CH2:1]([CH:7]([CH2:17][CH2:18][CH2:19][CH2:20][CH2:21][CH2:22][CH2:23][CH3:24])[CH2:8][C:9]1[S:13][C:12]([C:14](O)=[O:15])=[CH:11][CH:10]=1)[CH2:2][CH2:3][CH2:4][CH2:5][CH3:6].C(Cl)(=O)C([Cl:28])=O. The catalyst is C(Cl)Cl. The product is [CH2:1]([CH:7]([CH2:17][CH2:18][CH2:19][CH2:20][CH2:21][CH2:22][CH2:23][CH3:24])[CH2:8][C:9]1[S:13][C:12]([C:14]([Cl:28])=[O:15])=[CH:11][CH:10]=1)[CH2:2][CH2:3][CH2:4][CH2:5][CH3:6]. The yield is 0.880. (2) The reactants are [Br:1][C:2]1C=[C:4]([CH2:8][N:9]2[CH2:14][CH2:13][N:12]([C:15]([O:17][C:18]([CH3:21])([CH3:20])[CH3:19])=[O:16])[C@@H:11]([CH3:22])[CH2:10]2)[CH:5]=[CH:6][CH:7]=1.C[C@H]1CNCC[N:25]1C(OC(C)(C)C)=O.BrC1SC(C=O)=CC=1. No catalyst specified. The product is [Br:1][C:2]1[N:25]=[C:4]([CH2:8][N:9]2[CH2:14][CH2:13][N:12]([C:15]([O:17][C:18]([CH3:21])([CH3:20])[CH3:19])=[O:16])[C@@H:11]([CH3:22])[CH2:10]2)[CH:5]=[CH:6][CH:7]=1. The yield is 0.760. (3) The reactants are Br[CH2:2][C:3]1[CH:12]=[C:11]2[C:6]([C:7]([C:15]3[CH:20]=[CH:19][C:18]([F:21])=[CH:17][CH:16]=3)=[CH:8][C:9]([C:13]#[N:14])=[N:10]2)=[CH:5][CH:4]=1.CCN(C(C)C)C(C)C.[NH:31]1[CH:35]=[C:34]([CH:36]=[O:37])[CH:33]=[N:32]1. The catalyst is C(#N)C. The product is [F:21][C:18]1[CH:19]=[CH:20][C:15]([C:7]2[C:6]3[C:11](=[CH:12][C:3]([CH2:2][N:31]4[CH:35]=[C:34]([CH:36]=[O:37])[CH:33]=[N:32]4)=[CH:4][CH:5]=3)[N:10]=[C:9]([C:13]#[N:14])[CH:8]=2)=[CH:16][CH:17]=1. The yield is 0.527. (4) The reactants are CC(C)[C@H](N1CC2C(=CC(C3C=CC(NS(C4C=CC=CC=4)(=O)=O)=CC=3)=CC=2)C1=O)C(O)=O.[CH3:34][CH:35]([CH3:68])[C@H:36]([N:41]1[CH2:49][C:48]2[C:43](=[CH:44][C:45]([C:50]3[CH:55]=[CH:54][C:53]([NH:56][S:57]([CH2:60][C:61]4[CH:66]=[CH:65][CH:64]=[CH:63][CH:62]=4)(=[O:59])=[O:58])=[CH:52][CH:51]=3)=[CH:46][CH:47]=2)[C:42]1=[O:67])[C:37]([O:39]C)=[O:38]. No catalyst specified. The product is [CH3:34][CH:35]([CH3:68])[C@H:36]([N:41]1[CH2:49][C:48]2[C:43](=[CH:44][C:45]([C:50]3[CH:51]=[CH:52][C:53]([NH:56][S:57]([CH2:60][C:61]4[CH:62]=[CH:63][CH:64]=[CH:65][CH:66]=4)(=[O:59])=[O:58])=[CH:54][CH:55]=3)=[CH:46][CH:47]=2)[C:42]1=[O:67])[C:37]([OH:39])=[O:38]. The yield is 0.960. (5) The reactants are [Cl:1][C:2]1[CH:11]=[C:10]([O:12][CH:13]([CH3:15])[CH3:14])[C:9]([N+:16]([O-])=O)=[CH:8][C:3]=1[C:4]([O:6][CH3:7])=[O:5]. The catalyst is CO.O1CCCC1.[Pt]. The product is [NH2:16][C:9]1[C:10]([O:12][CH:13]([CH3:15])[CH3:14])=[CH:11][C:2]([Cl:1])=[C:3]([CH:8]=1)[C:4]([O:6][CH3:7])=[O:5]. The yield is 0.780. (6) The reactants are C(Cl)(=O)C(Cl)=O.CS(C)=O.[CH2:11]([O:18][C:19]([N:21]1[CH2:26][CH2:25][CH2:24][CH:23]([OH:27])[CH:22]1[CH3:28])=[O:20])[C:12]1[CH:17]=[CH:16][CH:15]=[CH:14][CH:13]=1.C(N(CC)CC)C. The catalyst is ClCCl.O. The product is [CH2:11]([O:18][C:19]([N:21]1[CH2:26][CH2:25][CH2:24][C:23](=[O:27])[CH:22]1[CH3:28])=[O:20])[C:12]1[CH:17]=[CH:16][CH:15]=[CH:14][CH:13]=1. The yield is 0.760. (7) The catalyst is C1COCC1. The yield is 0.960. The product is [C:22]([O:21][C:19]([N:16]1[C:10]2[CH:9]=[C:8]([Cl:7])[N:13]=[CH:12][C:11]=2[C:14]([CH3:18])([CH3:17])[CH2:15]1)=[O:20])([CH3:25])([CH3:24])[CH3:23]. The reactants are CC(C)([O-])C.[K+].[Cl:7][C:8]1[N:13]=[CH:12][C:11]2[C:14]([CH3:18])([CH3:17])[CH2:15][NH:16][C:10]=2[CH:9]=1.[C:19](O[C:19]([O:21][C:22]([CH3:25])([CH3:24])[CH3:23])=[O:20])([O:21][C:22]([CH3:25])([CH3:24])[CH3:23])=[O:20]. (8) The reactants are [O:1]=[C:2]1[CH2:7][CH2:6][CH2:5][CH2:4][N:3]1[C:8]([O:10][C:11]([CH3:14])([CH3:13])[CH3:12])=[O:9].C[Si]([N-][Si](C)(C)C)(C)C.[Na+].C1C=CC(S(N(S(C2C=CC=CC=2)(=O)=O)[F:35])(=O)=O)=CC=1. The catalyst is O1CCCC1. The product is [F:35][CH:7]1[CH2:6][CH2:5][CH2:4][N:3]([C:8]([O:10][C:11]([CH3:14])([CH3:13])[CH3:12])=[O:9])[C:2]1=[O:1]. The yield is 0.140. (9) The reactants are [Mg].Br[C:3]1[C:8]([CH3:9])=[C:7]([O:10][CH3:11])[C:6]([O:12][CH3:13])=[CH:5][CH:4]=1.C[Mg]Br.[C:17](=[O:19])=[O:18].Cl. The catalyst is O1CCCC1.O. The product is [CH3:11][O:10][C:7]1[C:8]([CH3:9])=[C:3]([CH:4]=[CH:5][C:6]=1[O:12][CH3:13])[C:17]([OH:19])=[O:18]. The yield is 0.700. (10) The reactants are Br[C:2]1[CH:3]=[C:4]([CH:13]=[C:14]([F:16])[CH:15]=1)[CH2:5][N:6]1[CH2:11][CH2:10][N:9]([CH3:12])[CH2:8][CH2:7]1.B1(B2OC(C)(C)C(C)(C)O2)OC(C)(C)C(C)(C)O1.CC([O-])=O.[K+].[O-]P([O-])([O-])=O.[K+].[K+].[K+].Br[C:49]1[CH:50]=[N:51][CH:52]=[C:53]([N+:56]([O-:58])=[O:57])[C:54]=1[NH2:55]. The catalyst is C1C=CC(P(C2C=CC=CC=2)[C-]2C=CC=C2)=CC=1.C1C=CC(P(C2C=CC=CC=2)[C-]2C=CC=C2)=CC=1.Cl[Pd]Cl.[Fe+2].C1C=CC([P]([Pd]([P](C2C=CC=CC=2)(C2C=CC=CC=2)C2C=CC=CC=2)([P](C2C=CC=CC=2)(C2C=CC=CC=2)C2C=CC=CC=2)[P](C2C=CC=CC=2)(C2C=CC=CC=2)C2C=CC=CC=2)(C2C=CC=CC=2)C2C=CC=CC=2)=CC=1.O.CN(C=O)C. The product is [F:16][C:14]1[CH:15]=[C:2]([C:49]2[CH:50]=[N:51][CH:52]=[C:53]([N+:56]([O-:58])=[O:57])[C:54]=2[NH2:55])[CH:3]=[C:4]([CH2:5][N:6]2[CH2:11][CH2:10][N:9]([CH3:12])[CH2:8][CH2:7]2)[CH:13]=1. The yield is 0.420.